From a dataset of Catalyst prediction with 721,799 reactions and 888 catalyst types from USPTO. Predict which catalyst facilitates the given reaction. Reactant: C[O:2][C:3](=[O:18])[C:4]1[CH:9]=[CH:8][CH:7]=[C:6]([CH:10]=[CH:11][C:12]2[CH:17]=[CH:16][CH:15]=[CH:14][CH:13]=2)[CH:5]=1.[OH-].[Na+].Cl. Product: [CH:10]([C:6]1[CH:5]=[C:4]([CH:9]=[CH:8][CH:7]=1)[C:3]([OH:18])=[O:2])=[CH:11][C:12]1[CH:13]=[CH:14][CH:15]=[CH:16][CH:17]=1. The catalyst class is: 14.